The task is: Predict the reactants needed to synthesize the given product.. This data is from Full USPTO retrosynthesis dataset with 1.9M reactions from patents (1976-2016). (1) The reactants are: C[O:2][C:3](=[O:44])[CH:4]([NH:14][C:15]([C:17]1[N:18]=[C:19]([C:34]2[CH:39]=[CH:38][C:37]([C:40]([F:43])([F:42])[F:41])=[CH:36][CH:35]=2)[NH:20][C:21]=1[C:22]1[CH:27]=[CH:26][C:25]([C:28]2[CH:33]=[CH:32][CH:31]=[CH:30][CH:29]=2)=[CH:24][CH:23]=1)=[O:16])[CH2:5][S:6][CH2:7][C:8]1[CH:13]=[CH:12][CH:11]=[CH:10][CH:9]=1.[OH-:45].[Na+]. Given the product [C:25]1([C:28]2[CH:33]=[CH:32][CH:31]=[CH:30][CH:29]=2)[CH:26]=[CH:27][C:22]([C:21]2[NH:20][C:19]([C:34]3[CH:39]=[CH:38][C:37]([C:40]([F:43])([F:42])[F:41])=[CH:36][CH:35]=3)=[N:18][C:17]=2[C:15]([NH:14][C@@H:4]([CH2:5][S:6]([CH2:7][C:8]2[CH:13]=[CH:12][CH:11]=[CH:10][CH:9]=2)=[O:45])[C:3]([OH:2])=[O:44])=[O:16])=[CH:23][CH:24]=1, predict the reactants needed to synthesize it. (2) Given the product [F:19][C:14]1[CH:15]=[CH:16][CH:17]=[CH:18][C:13]=1[CH2:12][CH:9]1[C:10](=[O:11])[CH:5]([CH2:4][C:3]2[CH:20]=[CH:21][CH:22]=[CH:23][C:2]=2[F:1])[CH2:6][NH:7][CH2:8]1, predict the reactants needed to synthesize it. The reactants are: [F:1][C:2]1[CH:23]=[CH:22][CH:21]=[CH:20][C:3]=1[CH:4]=[C:5]1[C:10](=[O:11])[C:9](=[CH:12][C:13]2[CH:18]=[CH:17][CH:16]=[CH:15][C:14]=2[F:19])[CH2:8][NH:7][CH2:6]1. (3) The reactants are: [OH:1][C:2]1[C:6]2([CH2:8][CH2:7]2)[O:5][C:4](=[O:9])[C:3]=1[C:10]1[CH:15]=[CH:14][C:13]([O:16][CH2:17][C:18]2[CH:27]=[CH:26][C:25]3[C:20](=[CH:21][CH:22]=[CH:23][CH:24]=3)[N:19]=2)=[CH:12][CH:11]=1.[S:28](O[S:28]([C:31]([F:34])([F:33])[F:32])(=[O:30])=[O:29])([C:31]([F:34])([F:33])[F:32])(=[O:30])=[O:29]. Given the product [F:32][C:31]([F:34])([F:33])[S:28]([O:1][C:2]1[C:6]2([CH2:8][CH2:7]2)[O:5][C:4](=[O:9])[C:3]=1[C:10]1[CH:11]=[CH:12][C:13]([O:16][CH2:17][C:18]2[CH:27]=[CH:26][C:25]3[C:20](=[CH:21][CH:22]=[CH:23][CH:24]=3)[N:19]=2)=[CH:14][CH:15]=1)(=[O:30])=[O:29], predict the reactants needed to synthesize it. (4) Given the product [CH3:27][CH2:26][CH2:25][N:7]1[C:5](=[O:6])[N:4]([CH2:1][CH2:2][CH3:3])[C:13](=[O:14])[C:12]2[C:8]1=[N:9]/[C:10](/[N:11]=2)=[C:15]1/[CH:16]=[C:17]([O:20][CH2:21][C:22]([NH:33][C:32]2[CH:34]=[CH:35][C:36]3[O:37][CH2:28][O:29][C:30]=3[CH:31]=2)=[O:23])[NH:18][O:19]/1, predict the reactants needed to synthesize it. The reactants are: [CH2:1]([N:4]1[C:13](=[O:14])[C:12]2[NH:11][C:10]([C:15]3[O:19][N:18]=[C:17]([O:20][CH2:21][C:22](O)=[O:23])[CH:16]=3)=[N:9][C:8]=2[N:7]([CH2:25][CH2:26][CH3:27])[C:5]1=[O:6])[CH2:2][CH3:3].[CH2:28]1[O:37][C:36]2[CH:35]=[CH:34][C:32]([NH2:33])=[CH:31][C:30]=2[O:29]1.CCN=C=NCCCN(C)C.Cl.C1C=CC2N(O)N=NC=2C=1.